Dataset: Peptide-MHC class II binding affinity with 134,281 pairs from IEDB. Task: Regression. Given a peptide amino acid sequence and an MHC pseudo amino acid sequence, predict their binding affinity value. This is MHC class II binding data. (1) The peptide sequence is SLLNNQFGTMPSLTM. The binding affinity (normalized) is 0.119. The MHC is H-2-IAb with pseudo-sequence H-2-IAb. (2) The peptide sequence is MEADVILPIGTRSVE. The MHC is HLA-DQA10102-DQB10501 with pseudo-sequence HLA-DQA10102-DQB10501. The binding affinity (normalized) is 0.763. (3) The peptide sequence is VKLVDANGKLHDKKS. The MHC is HLA-DQA10104-DQB10503 with pseudo-sequence HLA-DQA10104-DQB10503. The binding affinity (normalized) is 0.